From a dataset of Forward reaction prediction with 1.9M reactions from USPTO patents (1976-2016). Predict the product of the given reaction. (1) Given the reactants [C:1](Cl)(Cl)=[S:2].Cl.[C:6]1([C:12]2[CH:19]=[CH:18][CH:17]=[CH:16][C:13]=2[CH2:14][NH2:15])[CH:11]=[CH:10][CH:9]=[CH:8][CH:7]=1.CCN(C(C)C)C(C)C.[OH-].[Na+], predict the reaction product. The product is: [N:15]([CH2:14][C:13]1[CH:16]=[CH:17][CH:18]=[CH:19][C:12]=1[C:6]1[CH:11]=[CH:10][CH:9]=[CH:8][CH:7]=1)=[C:1]=[S:2]. (2) Given the reactants [CH3:1][C:2]([C:4]1[CH:9]=[CH:8][CH:7]=[C:6]([Br:10])[CH:5]=1)=[O:3].[CH3:11][Mg]Br.[Cl-].[NH4+], predict the reaction product. The product is: [Br:10][C:6]1[CH:5]=[C:4]([C:2]([OH:3])([CH3:11])[CH3:1])[CH:9]=[CH:8][CH:7]=1.